This data is from Catalyst prediction with 721,799 reactions and 888 catalyst types from USPTO. The task is: Predict which catalyst facilitates the given reaction. (1) Reactant: OC[C:3]1([OH:13])[C:8]2=[N:9][CH:10]=[CH:11][CH:12]=[C:7]2[O:6][CH2:5][CH2:4]1.I([O-])(=O)(=O)=O.[Na+]. Product: [O:6]1[C:7]2[C:8](=[N:9][CH:10]=[CH:11][CH:12]=2)[C:3](=[O:13])[CH2:4][CH2:5]1. The catalyst class is: 69. (2) Reactant: [CH2:1]([O:3][C:4]([C:6]1[CH:7]=[N:8][C:9]2[C:14]([C:15]=1OS(C(F)(F)F)(=O)=O)=[CH:13][CH:12]=[C:11]([C:24]([F:27])([F:26])[F:25])[CH:10]=2)=[O:5])[CH3:2].P([O-])([O-])([O-])=O.[K+].[K+].[K+].[O:36]1[CH2:41][CH2:40]OCC1. Product: [CH2:1]([O:3][C:4]([C:6]1[CH:7]=[N:8][C:9]2[C:14]([C:15]=1[C:10]1[CH:9]=[CH:14][CH:13]=[C:40]([CH:41]=[O:36])[CH:11]=1)=[CH:13][CH:12]=[C:11]([C:24]([F:27])([F:26])[F:25])[CH:10]=2)=[O:5])[CH3:2]. The catalyst class is: 535. (3) Reactant: [Cl:1][C:2]1[CH:3]=[C:4]([C:8]2[O:12][N:11]=[C:10]([C:13]3[CH:18]=[C:17]([C:19]([F:22])([F:21])[F:20])[CH:16]=[CH:15][C:14]=3[F:23])[C:9]=2[C:24]([C:26]2[CH:27]=[N:28][CH:29]=[CH:30][CH:31]=2)=[O:25])[CH:5]=[CH:6][CH:7]=1.[BH4-].[Na+]. Product: [Cl:1][C:2]1[CH:3]=[C:4]([C:8]2[O:12][N:11]=[C:10]([C:13]3[CH:18]=[C:17]([C:19]([F:21])([F:20])[F:22])[CH:16]=[CH:15][C:14]=3[F:23])[C:9]=2[CH:24]([C:26]2[CH:27]=[N:28][CH:29]=[CH:30][CH:31]=2)[OH:25])[CH:5]=[CH:6][CH:7]=1. The catalyst class is: 162. (4) Reactant: [CH:1]([CH:3]1[CH2:8][CH2:7][N:6]([C:9]([O:11][CH2:12][C:13]2[CH:18]=[CH:17][CH:16]=[CH:15][CH:14]=2)=[O:10])[CH2:5][CH2:4]1)=O.[NH:19]1[CH2:24][CH2:23][CH2:22][CH2:21][CH2:20]1. Product: [N:19]1([CH:1]=[C:3]2[CH2:8][CH2:7][N:6]([C:9]([O:11][CH2:12][C:13]3[CH:18]=[CH:17][CH:16]=[CH:15][CH:14]=3)=[O:10])[CH2:5][CH2:4]2)[CH2:24][CH2:23][CH2:22][CH2:21][CH2:20]1. The catalyst class is: 11.